Dataset: Reaction yield outcomes from USPTO patents with 853,638 reactions. Task: Predict the reaction yield, written as a fraction of the theoretical maximum amount of product (1.0 means a 100% yield; for example, 0.34 means a 34% yield). (1) The product is [Br:1][C:2]1[CH:10]=[C:9]2[C:5]([CH2:6][CH2:7][CH:8]2[CH3:11])=[CH:4][CH:3]=1. The yield is 0.627. The reactants are [Br:1][C:2]1[CH:10]=[C:9]2[C:5]([CH2:6][CH2:7][C:8]2=[CH2:11])=[CH:4][CH:3]=1. The catalyst is C(OCC)(=O)C.[Pd]. (2) The reactants are [N:1]1[C:10]2[C:9](=[N:11]O)[CH2:8][CH2:7][CH2:6][C:5]=2[CH:4]=[CH:3][CH:2]=1. The catalyst is CO. The product is [NH2:11][CH:9]1[C:10]2[N:1]=[CH:2][CH:3]=[CH:4][C:5]=2[CH2:6][CH2:7][CH2:8]1. The yield is 1.00. (3) The reactants are [CH2:1]([O:3][C:4](=[O:37])[C:5]1[CH:10]=[CH:9][C:8]([NH:11][CH:12]2[CH2:17][CH2:16][CH2:15][CH2:14][CH2:13]2)=[C:7]([NH:18][C:19]([C:21]2[CH:30]=[C:29]3[C:24]([CH:25]=[CH:26][C:27](C4C=CC=CC=4)=[N:28]3)=[CH:23][CH:22]=2)=[O:20])[CH:6]=1)[CH3:2].C(OC(=O)[C:42]1[CH:47]=[CH:46][C:45](NC2CCCCC2)=[C:44](N)[CH:43]=1)C.CN(C(ON1N=NC2C=CC=NC1=2)=[N+](C)C)C.F[P-](F)(F)(F)(F)F.CCN(C(C)C)C(C)C. No catalyst specified. The product is [CH2:1]([O:3][C:4](=[O:37])[C:5]1[CH:10]=[CH:9][C:8]([NH:11][CH:12]2[CH2:17][CH2:16][CH2:15][CH2:14][CH2:13]2)=[C:7]([NH:18][C:19]([C:21]2[CH:30]=[C:29]3[C:24]([CH:25]=[C:26]([C:42]4[CH:47]=[CH:46][CH:45]=[CH:44][CH:43]=4)[CH:27]=[N:28]3)=[CH:23][CH:22]=2)=[O:20])[CH:6]=1)[CH3:2]. The yield is 0.910. (4) The reactants are [CH2:1]([N:8]1[C:16]2[C:11](=[CH:12][CH:13]=[CH:14][CH:15]=2)[C:10](/[CH:17]=[C:18](\[C:22]#[N:23])/[C:19]([NH2:21])=[O:20])=[C:9]1OCC)[C:2]1[CH:7]=[CH:6][CH:5]=[CH:4][CH:3]=1.[NH4+:27].[OH-]. The catalyst is CO. The product is [NH2:23][C:22]1[C:18]([C:19]([NH2:21])=[O:20])=[CH:17][C:10]2[C:11]3[C:16](=[CH:15][CH:14]=[CH:13][CH:12]=3)[N:8]([CH2:1][C:2]3[CH:7]=[CH:6][CH:5]=[CH:4][CH:3]=3)[C:9]=2[N:27]=1. The yield is 0.630. (5) The reactants are [CH2:1]([NH:8][C:9]1[N:14]2[N:15]=[CH:16][C:17]([C:18]([OH:20])=O)=[C:13]2[N:12]=[CH:11][C:10]=1[C:21]([N:23]1[CH2:28][CH2:27][CH:26]([C:29]2[CH:34]=[CH:33][C:32]([F:35])=[CH:31][CH:30]=2)[CH2:25][CH2:24]1)=[O:22])[C:2]1[CH:7]=[CH:6][CH:5]=[CH:4][CH:3]=1.[CH3:36][S:37]([NH2:40])(=[O:39])=[O:38]. No catalyst specified. The product is [CH2:1]([NH:8][C:9]1[N:14]2[N:15]=[CH:16][C:17]([C:18]([NH:40][S:37]([CH3:36])(=[O:39])=[O:38])=[O:20])=[C:13]2[N:12]=[CH:11][C:10]=1[C:21]([N:23]1[CH2:28][CH2:27][CH:26]([C:29]2[CH:34]=[CH:33][C:32]([F:35])=[CH:31][CH:30]=2)[CH2:25][CH2:24]1)=[O:22])[C:2]1[CH:3]=[CH:4][CH:5]=[CH:6][CH:7]=1. The yield is 0.240. (6) The reactants are C[O:2][C:3]([C:5]1[CH:18]=[C:17]([O:19][CH3:20])[C:16]2[C:7](=[C:8]3[C:13](=[CH:14][C:15]=2[O:21][CH2:22][CH2:23][O:24][CH3:25])[CH:12]=[CH:11][CH:10]=[N:9]3)[N:6]=1)=O.[BH4-].[Na+].O. The catalyst is CO.C(Cl)Cl. The product is [CH3:20][O:19][C:17]1[C:16]2[C:7](=[C:8]3[C:13](=[CH:14][C:15]=2[O:21][CH2:22][CH2:23][O:24][CH3:25])[CH:12]=[CH:11][CH:10]=[N:9]3)[N:6]=[C:5]([CH2:3][OH:2])[CH:18]=1. The yield is 0.840.